Dataset: Catalyst prediction with 721,799 reactions and 888 catalyst types from USPTO. Task: Predict which catalyst facilitates the given reaction. (1) Product: [C:26]1([CH:15]([C:14]2[NH:1][C:2]3[CH:7]=[C:6]([C:8]4[S:9][CH:10]=[CH:11][CH:12]=4)[CH:5]=[CH:4][C:3]=3[N:13]=2)[C:16]([O:18][CH2:19][C:20]2[CH:25]=[CH:24][CH:23]=[CH:22][CH:21]=2)=[O:17])[CH:31]=[CH:30][CH:29]=[CH:28][CH:27]=1. The catalyst class is: 52. Reactant: [NH2:1][C:2]1[CH:7]=[C:6]([C:8]2[S:9][CH:10]=[CH:11][CH:12]=2)[CH:5]=[CH:4][C:3]=1[NH:13][C:14](=O)[CH:15]([C:26]1[CH:31]=[CH:30][CH:29]=[CH:28][CH:27]=1)[C:16]([O:18][CH2:19][C:20]1[CH:25]=[CH:24][CH:23]=[CH:22][CH:21]=1)=[O:17]. (2) Reactant: Cl[C:2]1[N:10]=[CH:9][N:8]=[C:7]2[C:3]=1[N:4]=[CH:5][NH:6]2.[C:11]([O:15][C:16]([NH:18][C:19]1([C:25]([O:27][CH3:28])=[O:26])[CH2:24][CH2:23][NH:22][CH2:21][CH2:20]1)=[O:17])([CH3:14])([CH3:13])[CH3:12].C(N(CC)CC)C. Product: [C:11]([O:15][C:16]([NH:18][C:19]1([C:25]([O:27][CH3:28])=[O:26])[CH2:24][CH2:23][N:22]([C:2]2[N:10]=[CH:9][N:8]=[C:7]3[C:3]=2[N:4]=[CH:5][NH:6]3)[CH2:21][CH2:20]1)=[O:17])([CH3:14])([CH3:13])[CH3:12]. The catalyst class is: 8.